Dataset: Reaction yield outcomes from USPTO patents with 853,638 reactions. Task: Predict the reaction yield, written as a fraction of the theoretical maximum amount of product (1.0 means a 100% yield; for example, 0.34 means a 34% yield). (1) The catalyst is C1COCC1. The product is [OH:22][CH2:21][C:17]1[CH:16]=[C:15]2[C:20](=[CH:19][CH:18]=1)[CH:12]([NH:11][C:9](=[O:10])[O:8][CH2:1][C:2]1[CH:3]=[CH:4][CH:5]=[CH:6][CH:7]=1)[CH2:13][CH2:14]2. The reactants are [CH2:1]([O:8][C:9]([NH:11][CH:12]1[C:20]2[C:15](=[CH:16][C:17]([C:21](OC)=[O:22])=[CH:18][CH:19]=2)[CH2:14][CH2:13]1)=[O:10])[C:2]1[CH:7]=[CH:6][CH:5]=[CH:4][CH:3]=1.[H-].[Al+3].[Li+].[H-].[H-].[H-]. The yield is 0.481. (2) The reactants are Br[CH2:2][C:3]([C:5]1[CH:10]=[CH:9][CH:8]=[C:7]([C:11]([F:14])([F:13])[F:12])[CH:6]=1)=[O:4].B.C1COCC1. The catalyst is O1CCCC1.C1(C)C=CC=CC=1. The product is [F:12][C:11]([F:14])([F:13])[C:7]1[CH:6]=[C:5]([C@@H:3]2[CH2:2][O:4]2)[CH:10]=[CH:9][CH:8]=1. The yield is 0.900. (3) The reactants are Cl[C:2]1[CH:11]=[C:10]([C:12]([N:14]2[CH2:19][CH2:18][CH:17]([N:20]3[CH2:32][CH2:31][CH2:30][C:22]4([C:26](=[O:27])[O:25][C:24]([CH3:29])([CH3:28])[CH2:23]4)[CH2:21]3)[CH2:16][CH2:15]2)=[O:13])[C:9]2[C:4](=[CH:5][CH:6]=[CH:7][CH:8]=2)[N:3]=1.Cl.[OH:34][C:35]1([C:41]([O:43][CH2:44][C:45]2[CH:50]=[CH:49][CH:48]=[CH:47][CH:46]=2)=[O:42])[CH2:40][CH2:39][NH:38][CH2:37][CH2:36]1. No catalyst specified. The product is [CH3:28][C:24]1([CH3:29])[CH2:23][C:22]2([CH2:30][CH2:31][CH2:32][N:20]([CH:17]3[CH2:18][CH2:19][N:14]([C:12]([C:10]4[C:9]5[C:4](=[CH:5][CH:6]=[CH:7][CH:8]=5)[N:3]=[C:2]([N:38]5[CH2:37][CH2:36][C:35]([OH:34])([C:41]([O:43][CH2:44][C:45]6[CH:50]=[CH:49][CH:48]=[CH:47][CH:46]=6)=[O:42])[CH2:40][CH2:39]5)[CH:11]=4)=[O:13])[CH2:15][CH2:16]3)[CH2:21]2)[C:26](=[O:27])[O:25]1. The yield is 0.740. (4) The reactants are CN.C1N=[CH:6][N:5]([C:8]([N:10]2[CH:14]=N[CH:12]=[CH:11]2)=[O:9])C=1.Cl.[F:16][C:17]1[CH:25]=[C:24]2[C:20]([C:21]([C:26]3[CH:27]=[N:28][N:29]([CH:31]4CCNC[CH2:32]4)[CH:30]=3)=[CH:22][NH:23]2)=[CH:19][CH:18]=1.CCN(CC)CC. The catalyst is C1COCC1. The product is [F:16][C:17]1[CH:25]=[C:24]2[C:20]([C:21]([C:26]3[CH:27]=[N:28][N:29]([CH:31]4[CH2:12][CH2:11][N:10]([C:8]([NH:5][CH3:6])=[O:9])[CH2:14][CH2:32]4)[CH:30]=3)=[CH:22][NH:23]2)=[CH:19][CH:18]=1. The yield is 0.190.